From a dataset of Catalyst prediction with 721,799 reactions and 888 catalyst types from USPTO. Predict which catalyst facilitates the given reaction. Reactant: Cl[CH2:2][CH2:3][C:4]([C:6]1[CH:11]=[CH:10][CH:9]=[CH:8][CH:7]=1)=[O:5].[CH3:12][S:13]([C:16]1[CH:21]=[CH:20][C:19]([S:22]([CH2:25][CH2:26][CH:27]2[CH2:32][CH2:31][NH:30][CH2:29][CH2:28]2)(=[O:24])=[O:23])=[CH:18][CH:17]=1)(=[O:15])=[O:14].C(=O)([O-])[O-].[K+].[K+]. Product: [O:5]=[C:4]([C:6]1[CH:11]=[CH:10][CH:9]=[CH:8][CH:7]=1)[CH2:3][CH2:2][N:30]1[CH2:31][CH2:32][CH:27]([CH2:26][CH2:25][S:22]([C:19]2[CH:20]=[CH:21][C:16]([S:13]([CH3:12])(=[O:15])=[O:14])=[CH:17][CH:18]=2)(=[O:24])=[O:23])[CH2:28][CH2:29]1. The catalyst class is: 3.